From a dataset of Full USPTO retrosynthesis dataset with 1.9M reactions from patents (1976-2016). Predict the reactants needed to synthesize the given product. (1) The reactants are: [C:1]([O:4][CH2:5][C@@H:6]1[C@@H:11]([O:12][C:13](=[O:15])[CH3:14])[C@H:10]([O:16][C:17](=[O:19])[CH3:18])[C@H:9]([O:20][C:21](=[O:23])[CH3:22])[C@@H:8]([C:24]2[CH:29]=[CH:28][CH:27]=[C:26]([O:30][C:31]3[CH:32]=[N:33][C:34]([NH2:37])=[CH:35][CH:36]=3)[CH:25]=2)[O:7]1)(=[O:3])[CH3:2].Cl[CH2:39][C:40](=O)[CH3:41]. Given the product [C:1]([O:4][CH2:5][C@@H:6]1[C@@H:11]([O:12][C:13](=[O:15])[CH3:14])[C@H:10]([O:16][C:17](=[O:19])[CH3:18])[C@H:9]([O:20][C:21](=[O:23])[CH3:22])[C@@H:8]([C:24]2[CH:29]=[CH:28][CH:27]=[C:26]([O:30][C:31]3[CH:36]=[CH:35][C:34]4[N:33]([CH:39]=[C:40]([CH3:41])[N:37]=4)[CH:32]=3)[CH:25]=2)[O:7]1)(=[O:3])[CH3:2], predict the reactants needed to synthesize it. (2) Given the product [CH2:1]([C:3]1[N:4]([C:31]2[CH:32]=[CH:33][C:34]([O:35][CH:36]([CH3:37])[CH3:38])=[C:29]([F:28])[CH:30]=2)[C:5](=[O:27])[C:6]([CH2:12][C:13]2[CH:18]=[CH:17][C:16]([C:19]3[C:20]([C:25]#[N:26])=[CH:21][CH:22]=[CH:23][CH:24]=3)=[CH:15][CH:14]=2)=[C:7]([CH2:9][CH2:10][CH3:11])[N:8]=1)[CH3:2], predict the reactants needed to synthesize it. The reactants are: [CH2:1]([C:3]1[NH:4][C:5](=[O:27])[C:6]([CH2:12][C:13]2[CH:18]=[CH:17][C:16]([C:19]3[C:20]([C:25]#[N:26])=[CH:21][CH:22]=[CH:23][CH:24]=3)=[CH:15][CH:14]=2)=[C:7]([CH2:9][CH2:10][CH3:11])[N:8]=1)[CH3:2].[F:28][C:29]1[CH:30]=[C:31](B(O)O)[CH:32]=[CH:33][C:34]=1[O:35][CH:36]([CH3:38])[CH3:37].C(N(CC)CC)C.N1C=CC=CC=1. (3) Given the product [CH3:29][O:28][C:25]1[CH:26]=[CH:27][C:22]([CH:9]([C:6]2[CH:5]=[CH:4][C:3]([O:2][CH3:1])=[CH:8][CH:7]=2)[NH:10][C:11]([C:13]2[C:14]([OH:21])=[N:15][C:16]([CH:19]=[O:20])=[N:17][CH:18]=2)=[O:12])=[CH:23][CH:24]=1, predict the reactants needed to synthesize it. The reactants are: [CH3:1][O:2][C:3]1[CH:8]=[CH:7][C:6]([CH:9]([C:22]2[CH:27]=[CH:26][C:25]([O:28][CH3:29])=[CH:24][CH:23]=2)[NH:10][C:11]([C:13]2[C:14]([OH:21])=[N:15][C:16]([CH2:19][OH:20])=[N:17][CH:18]=2)=[O:12])=[CH:5][CH:4]=1. (4) Given the product [C:31]1([CH3:43])[CH:36]=[CH:35][CH:34]=[CH:33][C:32]=1[N:37]1[CH2:38][CH2:39][N:40]([NH:47][C:27]([CH:15]2[CH2:16][N:17]([C:20]([O:22][C:23]([CH3:24])([CH3:26])[CH3:25])=[O:21])[CH2:18][CH2:19][N:14]2[S:11]([C:5]2[CH:6]=[CH:7][C:8]([O:9][CH3:10])=[C:3]([O:2][CH3:1])[CH:4]=2)(=[O:13])=[O:12])=[O:29])[CH2:41][CH2:42]1, predict the reactants needed to synthesize it. The reactants are: [CH3:1][O:2][C:3]1[CH:4]=[C:5]([S:11]([N:14]2[CH2:19][CH2:18][N:17]([C:20]([O:22][C:23]([CH3:26])([CH3:25])[CH3:24])=[O:21])[CH2:16][C@H:15]2[C:27]([OH:29])=O)(=[O:13])=[O:12])[CH:6]=[CH:7][C:8]=1[O:9][CH3:10].Cl.[C:31]1([CH3:43])[CH:36]=[CH:35][CH:34]=[CH:33][C:32]=1[N:37]1[CH2:42][CH2:41][NH:40][CH2:39][CH2:38]1.C([N:47](CC)C(C)C)(C)C.C1CN([P+](ON2N=NC3C=CC=CC2=3)(N2CCCC2)N2CCCC2)CC1.F[P-](F)(F)(F)(F)F. (5) Given the product [ClH:18].[CH3:1][O:2][C:3]1[CH:12]=[C:11]2[C:6]([CH:7]=[CH:8][CH:9]=[C:10]2[CH2:13][CH2:14][NH2:15])=[CH:5][CH:4]=1, predict the reactants needed to synthesize it. The reactants are: [CH3:1][O:2][C:3]1[CH:12]=[C:11]2[C:6]([CH:7]=[CH:8][CH:9]=[C:10]2[CH2:13][C:14]#[N:15])=[CH:5][CH:4]=1.[H][H].[ClH:18].